From a dataset of Full USPTO retrosynthesis dataset with 1.9M reactions from patents (1976-2016). Predict the reactants needed to synthesize the given product. (1) Given the product [CH2:4]([O:3][C:1](=[O:2])[NH:8][C:9]1[CH:14]=[CH:13][C:12]([CH2:15][OH:16])=[CH:11][CH:10]=1)[CH:5]=[CH2:6], predict the reactants needed to synthesize it. The reactants are: [C:1](Cl)([O:3][CH2:4][CH:5]=[CH2:6])=[O:2].[NH2:8][C:9]1[CH:14]=[CH:13][C:12]([CH2:15][OH:16])=[CH:11][CH:10]=1.N1C=CC=CC=1. (2) Given the product [Cl:10][C:8]1[CH:7]=[CH:6][C:3]([C:4]#[N:5])=[C:2]([NH:22][CH2:25][C:26]2[CH:15]=[CH:14][CH:13]=[C:12]([F:11])[CH:17]=2)[N:9]=1, predict the reactants needed to synthesize it. The reactants are: Cl[C:2]1[N:9]=[C:8]([Cl:10])[CH:7]=[CH:6][C:3]=1[C:4]#[N:5].[F:11][C:12]1[CH:17]=C[C:15](CN)=[CH:14][CH:13]=1.C([N:22]([CH2:25][CH3:26])CC)C. (3) Given the product [CH:21]1([CH2:24][C:25]([NH:33][C:12]([C:9]2[CH:8]=[C:7]([O:15][CH2:16][C:17]([F:20])([F:19])[F:18])[C:6]([C:2]3([OH:1])[CH2:3][O:4][CH2:5]3)=[CH:11][N:10]=2)=[O:14])([C:26]2[N:30]=[C:29]([CH3:31])[O:28][N:27]=2)[CH3:32])[CH2:23][CH2:22]1, predict the reactants needed to synthesize it. The reactants are: [OH:1][C:2]1([C:6]2[C:7]([O:15][CH2:16][C:17]([F:20])([F:19])[F:18])=[CH:8][C:9]([C:12]([OH:14])=O)=[N:10][CH:11]=2)[CH2:5][O:4][CH2:3]1.[CH:21]1([CH2:24][C:25]([NH2:33])([CH3:32])[C:26]2[N:30]=[C:29]([CH3:31])[O:28][N:27]=2)[CH2:23][CH2:22]1. (4) Given the product [N:55]1([CH2:54][CH2:53][NH:52][C:28]([C:23]2[CH:22]=[CH:21][C:20]3[C:25](=[CH:26][CH:27]=[C:18]([C:6]4[C:5]5[C:9](=[CH:10][CH:11]=[C:3]([C:1]#[N:2])[CH:4]=5)[N:8]([CH:12]5[CH2:17][CH2:16][CH2:15][CH2:14][O:13]5)[N:7]=4)[CH:19]=3)[CH:24]=2)=[O:29])[CH2:59][CH2:58][CH2:57][CH2:56]1, predict the reactants needed to synthesize it. The reactants are: [C:1]([C:3]1[CH:4]=[C:5]2[C:9](=[CH:10][CH:11]=1)[N:8]([CH:12]1[CH2:17][CH2:16][CH2:15][CH2:14][O:13]1)[N:7]=[C:6]2[C:18]1[CH:19]=[C:20]2[C:25](=[CH:26][CH:27]=1)[CH:24]=[C:23]([C:28](O)=[O:29])[CH:22]=[CH:21]2)#[N:2].C1C=CC2N(O)N=NC=2C=1.CCN=C=NCCCN(C)C.[NH2:52][CH2:53][CH2:54][N:55]1[CH2:59][CH2:58][CH2:57][CH2:56]1. (5) Given the product [CH2:55]([N:52]1[CH2:51][CH2:50][CH:49]([N:21]([CH2:22][C:23]2[N:24]=[C:25]([CH2:47][N:64]([CH3:65])[CH3:63])[N:26]([C:28]([C:29]3[CH:30]=[CH:31][CH:32]=[CH:33][CH:34]=3)([C:41]3[CH:42]=[CH:43][CH:44]=[CH:45][CH:46]=3)[C:35]3[CH:40]=[CH:39][CH:38]=[CH:37][CH:36]=3)[CH:27]=2)[C:20](=[O:62])[O:19][C:15]([CH3:16])([CH3:18])[CH3:17])[CH2:54][CH2:53]1)[C:56]1[CH:57]=[CH:58][CH:59]=[CH:60][CH:61]=1, predict the reactants needed to synthesize it. The reactants are: C(O[BH-](OC(=O)C)OC(=O)C)(=O)C.[Na+].[C:15]([O:19][C:20](=[O:62])[N:21]([CH:49]1[CH2:54][CH2:53][N:52]([CH2:55][C:56]2[CH:61]=[CH:60][CH:59]=[CH:58][CH:57]=2)[CH2:51][CH2:50]1)[CH2:22][C:23]1[N:24]=[C:25]([CH:47]=O)[N:26]([C:28]([C:41]2[CH:46]=[CH:45][CH:44]=[CH:43][CH:42]=2)([C:35]2[CH:40]=[CH:39][CH:38]=[CH:37][CH:36]=2)[C:29]2[CH:34]=[CH:33][CH:32]=[CH:31][CH:30]=2)[CH:27]=1)([CH3:18])([CH3:17])[CH3:16].[CH3:63][NH:64][CH3:65].C(=O)([O-])[O-].[K+].[K+]. (6) Given the product [C:35]([O:34][C:32]([NH:31][C@@H:20]([CH2:19][C:18]([NH:41][C@@H:42]([CH2:48][SH:49])[C:43]([O:45][CH2:46][CH3:47])=[O:44])=[O:39])[C:21]([O:23][CH2:24][C:25]1[CH:26]=[CH:27][CH:28]=[CH:29][CH:30]=1)=[O:22])=[O:33])([CH3:36])([CH3:37])[CH3:38], predict the reactants needed to synthesize it. The reactants are: CCN(C(C)C)C(C)C.C(S[C:18](=[O:39])[CH2:19][C@H:20]([NH:31][C:32]([O:34][C:35]([CH3:38])([CH3:37])[CH3:36])=[O:33])[C:21]([O:23][CH2:24][C:25]1[CH:30]=[CH:29][CH:28]=[CH:27][CH:26]=1)=[O:22])C1C=CC=CC=1.Cl.[NH2:41][C@@H:42]([CH2:48][SH:49])[C:43]([O:45][CH2:46][CH3:47])=[O:44]. (7) Given the product [F:1][C:2]1[CH:3]=[CH:4][C:5]([C@H:8]2[CH2:9][CH2:10][C@@H:11]([CH2:23][CH2:24][CH2:25][O:26][CH3:27])[N:12]2[S:13]([C:16]2[CH:17]=[CH:18][C:19]([CH3:22])=[CH:20][CH:21]=2)(=[O:15])=[O:14])=[CH:6][CH:7]=1, predict the reactants needed to synthesize it. The reactants are: [F:1][C:2]1[CH:7]=[CH:6][C:5]([C@H:8]2[N:12]([S:13]([C:16]3[CH:21]=[CH:20][C:19]([CH3:22])=[CH:18][CH:17]=3)(=[O:15])=[O:14])[C@H:11]([CH2:23][CH2:24][CH2:25][OH:26])[CH2:10][CH2:9]2)=[CH:4][CH:3]=1.[CH:27](Cl)(Cl)Cl. (8) Given the product [CH2:1]([O:8][C:9]1[CH:23]=[CH:22][C:12]([O:13][CH2:14][CH2:15][CH:16]2[CH2:21][CH2:20][N:19]([C:25]3[CH:26]=[N:27][CH:28]=[C:29]([O:31][CH2:32][C@@H:33]4[CH2:37][CH2:36][CH2:35][N:34]4[C:38]([O:40][C:41]([CH3:44])([CH3:43])[CH3:42])=[O:39])[CH:30]=3)[CH2:18][CH2:17]2)=[CH:11][CH:10]=1)[C:2]1[CH:3]=[CH:4][CH:5]=[CH:6][CH:7]=1, predict the reactants needed to synthesize it. The reactants are: [CH2:1]([O:8][C:9]1[CH:23]=[CH:22][C:12]([O:13][CH2:14][CH2:15][CH:16]2[CH2:21][CH2:20][NH:19][CH2:18][CH2:17]2)=[CH:11][CH:10]=1)[C:2]1[CH:7]=[CH:6][CH:5]=[CH:4][CH:3]=1.Br[C:25]1[CH:26]=[N:27][CH:28]=[C:29]([O:31][CH2:32][C@@H:33]2[CH2:37][CH2:36][CH2:35][N:34]2[C:38]([O:40][C:41]([CH3:44])([CH3:43])[CH3:42])=[O:39])[CH:30]=1.CC(C)([O-])C.[Na+].C1(P(C2C=CC=CC=2)C2C3OC4C(=CC=CC=4P(C4C=CC=CC=4)C4C=CC=CC=4)C(C)(C)C=3C=CC=2)C=CC=CC=1. (9) The reactants are: [CH:1]1([C:7]2[C:8]3[CH:26]=[CH:25][C:24]([C:27]([NH:29][C:30]([CH3:35])([CH3:34])[C:31]([OH:33])=O)=[O:28])=[CH:23][C:9]=3[N:10]3[C:16]=2[C:15]2[CH:17]=[CH:18][C:19]([O:21][CH3:22])=[CH:20][C:14]=2[O:13][CH2:12][CH2:11]3)[CH2:6][CH2:5][CH2:4][CH2:3][CH2:2]1.S(Cl)(Cl)=O.[NH2:40][C:41]1[CH:42]=[C:43]([CH:48]=[CH:49][C:50]=1[NH2:51])[C:44]([O:46][CH3:47])=[O:45].C(=O)([O-])O.[Na+]. Given the product [NH2:51][C:50]1[CH:49]=[CH:48][C:43]([C:44]([O:46][CH3:47])=[O:45])=[CH:42][C:41]=1[NH:40][C:31](=[O:33])[C:30]([NH:29][C:27]([C:24]1[CH:25]=[CH:26][C:8]2[C:7]([CH:1]3[CH2:6][CH2:5][CH2:4][CH2:3][CH2:2]3)=[C:16]3[N:10]([CH2:11][CH2:12][O:13][C:14]4[CH:20]=[C:19]([O:21][CH3:22])[CH:18]=[CH:17][C:15]=43)[C:9]=2[CH:23]=1)=[O:28])([CH3:35])[CH3:34], predict the reactants needed to synthesize it. (10) Given the product [C:19]([O:18][C:16]([NH:15][CH2:14][C:11]1[CH:12]=[CH:13][C:8]2[N:9]([CH:23]=[C:6]([C:4]([OH:5])=[O:3])[N:7]=2)[CH:10]=1)=[O:17])([CH3:22])([CH3:20])[CH3:21], predict the reactants needed to synthesize it. The reactants are: C([O:3][C:4]([C:6]1[N:7]=[C:8]2[CH:13]=[CH:12][C:11]([CH2:14][NH:15][C:16]([O:18][C:19]([CH3:22])([CH3:21])[CH3:20])=[O:17])=[CH:10][N:9]2[CH:23]=1)=[O:5])C.O.[OH-].[Li+].